Dataset: Catalyst prediction with 721,799 reactions and 888 catalyst types from USPTO. Task: Predict which catalyst facilitates the given reaction. (1) Reactant: [C:1]([O:5][CH:6]([C:11]1[N:16]([CH3:17])[C:15](=[O:18])[C:14]2[NH:19][CH:20]=[CH:21][C:13]=2[C:12]=1[C:22]1[CH:27]=[CH:26][C:25]([Cl:28])=[CH:24][CH:23]=1)[C:7]([O:9][CH3:10])=[O:8])([CH3:4])([CH3:3])[CH3:2].[F:29][C:30]1[CH:37]=[CH:36][C:33]([CH2:34]Cl)=[CH:32][CH:31]=1.C([O-])([O-])=O.[Cs+].[Cs+]. The catalyst class is: 47. Product: [C:1]([O:5][CH:6]([C:11]1[N:16]([CH3:17])[C:15](=[O:18])[C:14]2[N:19]([CH2:34][C:33]3[CH:36]=[CH:37][C:30]([F:29])=[CH:31][CH:32]=3)[CH:20]=[CH:21][C:13]=2[C:12]=1[C:22]1[CH:23]=[CH:24][C:25]([Cl:28])=[CH:26][CH:27]=1)[C:7]([O:9][CH3:10])=[O:8])([CH3:4])([CH3:2])[CH3:3]. (2) Reactant: Br[CH2:2][CH:3]1[O:8][C:7]2[CH:9]=[CH:10][CH:11]=[CH:12][C:6]=2[O:5][CH2:4]1.[NH:13]1[CH2:18][CH2:17][CH2:16][CH:15]([C:19]2[CH:24]=[CH:23][C:22]([OH:25])=[CH:21][CH:20]=2)[CH2:14]1.Br. Product: [O:8]1[C:7]2[CH:9]=[CH:10][CH:11]=[CH:12][C:6]=2[O:5][CH2:4][CH:3]1[CH2:2][N:13]1[CH2:18][CH2:17][CH2:16][CH:15]([C:19]2[CH:20]=[CH:21][C:22]([OH:25])=[CH:23][CH:24]=2)[CH2:14]1. The catalyst class is: 10. (3) Reactant: [CH3:1][S:2]([O:5][C:6]1[C:7]([CH:28]=[O:29])=[C:8]([C:14]2[C:19]([CH:20]=[O:21])=[CH:18][C:17]([O:22][CH3:23])=[C:16]([O:24][CH3:25])[C:15]=2[O:26][CH3:27])[CH:9]=[CH:10][C:11]=1[O:12][CH3:13])(=[O:4])=[O:3].[BH4-].[Na+].O.C(OCC)(=O)C. The catalyst class is: 5. Product: [CH3:1][S:2]([O:5][C:6]1[C:7]([CH2:28][OH:29])=[C:8]([C:14]2[C:19]([CH2:20][OH:21])=[CH:18][C:17]([O:22][CH3:23])=[C:16]([O:24][CH3:25])[C:15]=2[O:26][CH3:27])[CH:9]=[CH:10][C:11]=1[O:12][CH3:13])(=[O:4])=[O:3]. (4) Product: [C:1]([C:3]1[CH:8]=[CH:7][C:6]([NH:9][C:10](=[O:11])[C:12]([OH:20])([CH:21]2[CH2:22][CH2:23][NH:24][CH2:25][CH2:26]2)[CH2:13][C:14]2[CH:15]=[CH:16][CH:17]=[CH:18][CH:19]=2)=[CH:5][C:4]=1[C:34]([F:35])([F:37])[F:36])#[N:2]. Reactant: [C:1]([C:3]1[CH:8]=[CH:7][C:6]([NH:9][C:10]([C:12]([CH:21]2[CH2:26][CH2:25][N:24](C(OC(C)(C)C)=O)[CH2:23][CH2:22]2)([OH:20])[CH2:13][C:14]2[CH:19]=[CH:18][CH:17]=[CH:16][CH:15]=2)=[O:11])=[CH:5][C:4]=1[C:34]([F:37])([F:36])[F:35])#[N:2].FC(F)(F)C(O)=O.C(=O)([O-])[O-].[Na+].[Na+].C(=O)([O-])[O-].[K+].[K+]. The catalyst class is: 4. (5) Reactant: [CH:1]([C@@H:4]1[N:8]([C:9]2[CH:14]=[CH:13][N:12]3[N:15]=[CH:16][C:17]([C:18]4[CH:23]=[CH:22][C:21]([C:24]5[N:28]=[CH:27][N:26](COCC[Si](C)(C)C)[N:25]=5)=[CH:20][CH:19]=4)=[C:11]3[N:10]=2)[C:7](=[O:37])[NH:6][CH2:5]1)([CH3:3])[CH3:2].C([O-])(O)=O.[Na+]. Product: [NH:26]1[CH:27]=[N:28][C:24]([C:21]2[CH:20]=[CH:19][C:18]([C:17]3[CH:16]=[N:15][N:12]4[CH:13]=[CH:14][C:9]([N:8]5[C@@H:4]([CH:1]([CH3:2])[CH3:3])[CH2:5][NH:6][C:7]5=[O:37])=[N:10][C:11]=34)=[CH:23][CH:22]=2)=[N:25]1. The catalyst class is: 14.